Task: Predict which catalyst facilitates the given reaction.. Dataset: Catalyst prediction with 721,799 reactions and 888 catalyst types from USPTO Reactant: [F:1][C:2]1[CH:3]=[C:4]([C:8]2[O:12][C:11]([CH3:13])=[C:10]([CH:14]([NH:19][C:20]3[CH:28]=[CH:27][C:23](C(O)=O)=[CH:22][CH:21]=3)[CH2:15][CH:16]([CH3:18])[CH3:17])[CH:9]=2)[CH:5]=[CH:6][CH:7]=1.[CH3:29][NH:30][CH2:31][CH2:32][C:33]([O:35]CC)=[O:34].Cl.C(N=C=NCCCN(C)C)C.O.[OH:51][C:52]1C2N=NNC=2C=CC=1. Product: [F:1][C:2]1[CH:3]=[C:4]([C:8]2[O:12][C:11]([CH3:13])=[C:10]([CH:14]([NH:19][C:20]3[CH:21]=[CH:22][C:23]([C:52]([N:30]([CH3:29])[CH2:31][CH2:32][C:33]([OH:35])=[O:34])=[O:51])=[CH:27][CH:28]=3)[CH2:15][CH:16]([CH3:18])[CH3:17])[CH:9]=2)[CH:5]=[CH:6][CH:7]=1. The catalyst class is: 842.